This data is from Reaction yield outcomes from USPTO patents with 853,638 reactions. The task is: Predict the reaction yield, written as a fraction of the theoretical maximum amount of product (1.0 means a 100% yield; for example, 0.34 means a 34% yield). (1) The yield is 0.870. The product is [CH2:15]([O:14][C:12]([C:11]1[C:10](=[O:17])[N:9]([CH2:18][C:19]2[CH:24]=[CH:23][C:22]([F:25])=[C:21]([Cl:26])[CH:20]=2)[CH:4]([C:5]([CH3:7])([CH3:8])[CH3:6])[C:3]=1[OH:2])=[O:13])[CH3:16]. The reactants are C[O:2][C:3](=O)[CH:4]([N:9]([CH2:18][C:19]1[CH:24]=[CH:23][C:22]([F:25])=[C:21]([Cl:26])[CH:20]=1)[C:10](=[O:17])[CH2:11][C:12]([O:14][CH2:15][CH3:16])=[O:13])[C:5]([CH3:8])([CH3:7])[CH3:6].CC[O-].[Na+]. The catalyst is C(O)C. (2) The reactants are CCOC(/N=N/C(OCC)=O)=O.O[C:14]1[CH:22]=[CH:21][CH:20]=[CH:19][C:15]=1/[CH:16]=[N:17]/[OH:18].C1(P(C2C=CC=CC=2)C2C=CC=CC=2)C=CC=CC=1. The catalyst is O1CCCC1. The product is [O:18]1[C:14]2[CH:22]=[CH:21][CH:20]=[CH:19][C:15]=2[CH:16]=[N:17]1. The yield is 0.660. (3) The reactants are [C:1]12[C:7](=[CH:8][CH:9]=[CH:10][CH:11]=1)[NH:6]C(=O)[O:4][C:2]2=O.[NH2:13][C:14]1[CH:22]=[C:21]2[C:17]([CH:18]=[CH:19][NH:20]2)=[CH:16][CH:15]=1.C1(C)C=CC=CC=1. The catalyst is CN(C=O)C. The product is [NH:20]1[C:21]2[C:17](=[CH:16][CH:15]=[C:14]([NH:13][C:2](=[O:4])[C:1]3[CH:11]=[CH:10][CH:9]=[CH:8][C:7]=3[NH2:6])[CH:22]=2)[CH:18]=[CH:19]1. The yield is 0.530. (4) The reactants are Cl[C:2]1[C:7]2[CH2:8][CH2:9][CH2:10][C:6]=2[N:5]=[C:4]([NH2:11])[N:3]=1.[O-:12][CH2:13][CH3:14].[Na+]. The catalyst is C1(C)C(C)=CC=CC=1.C(O)C. The product is [CH2:13]([O:12][C:2]1[C:7]2[CH2:8][CH2:9][CH2:10][C:6]=2[N:5]=[C:4]([NH2:11])[N:3]=1)[CH3:14]. The yield is 0.980. (5) The reactants are [Cl:1][C:2]1[CH:3]=[C:4]([CH:9]=[CH:10][C:11]=1[O:12][CH:13]([CH3:15])[CH3:14])[C:5](=[NH:8])[NH:6][OH:7].[C:16]([C:18]1[CH:26]=[CH:25][C:21]([C:22](Cl)=O)=[CH:20][CH:19]=1)#[N:17].O. The catalyst is CN(C=O)C. The product is [Cl:1][C:2]1[CH:3]=[C:4]([C:5]2[N:8]=[C:22]([C:21]3[CH:25]=[CH:26][C:18]([C:16]#[N:17])=[CH:19][CH:20]=3)[O:7][N:6]=2)[CH:9]=[CH:10][C:11]=1[O:12][CH:13]([CH3:15])[CH3:14]. The yield is 0.850.